Dataset: Reaction yield outcomes from USPTO patents with 853,638 reactions. Task: Predict the reaction yield, written as a fraction of the theoretical maximum amount of product (1.0 means a 100% yield; for example, 0.34 means a 34% yield). (1) The reactants are [CH:1]1([C:6]2[CH:11]=[CH:10][C:9]([C:12](C)=[CH:13][CH2:14][OH:15])=[CH:8][CH:7]=2)[CH2:5][CH2:4][CH2:3][CH2:2]1.CN(C1C=CC2N=C3C(=CC(C=C3)=[N+](C)C)SC=2C=1)C.[C:37]1(=[O:42])[CH2:41][CH2:40][CH2:39][CH2:38]1.C1(C)C=CC(S(O)(=O)=O)=CC=1.[O:54]1[CH2:59]CCOO1. The catalyst is CC#N. The yield is 0.527. The product is [CH:1]1([C:6]2[CH:7]=[CH:8][C:9]([CH:12]=[CH:13][CH:14]3[CH2:59][O:54][C:37]4([CH2:41][CH2:40][CH2:39][CH2:38]4)[O:42][O:15]3)=[CH:10][CH:11]=2)[CH2:2][CH2:3][CH2:4][CH2:5]1. (2) The catalyst is O1CCCC1.C(O)C. The yield is 0.136. The product is [NH2:11][C:9]1[NH:30][N:29]=[C:24]([CH2:23][CH2:22][C:18]2[CH:17]=[C:16]([CH:21]=[CH:20][CH:19]=2)[C:14]([NH:13][CH3:12])=[O:15])[CH:10]=1. The reactants are [Li+].CC([N-]C(C)C)C.[C:9](#[N:11])[CH3:10].[CH3:12][NH:13][C:14]([C:16]1[CH:17]=[C:18]([CH2:22][CH2:23][C:24](OC)=O)[CH:19]=[CH:20][CH:21]=1)=[O:15].Cl.[NH2:29][NH2:30]. (3) The reactants are [C:1]([C:4]1[C:5]([CH:15]2[CH2:18][CH2:17][CH2:16]2)=[CH:6][C:7]([CH3:14])=[C:8]([CH:13]=1)[C:9]([O:11][CH3:12])=[O:10])(=[S:3])[NH2:2].I[CH3:20]. The catalyst is C1COCC1. The product is [CH:15]1([C:5]2[C:4]([C:1](=[NH:2])[S:3][CH3:20])=[CH:13][C:8]([C:9]([O:11][CH3:12])=[O:10])=[C:7]([CH3:14])[CH:6]=2)[CH2:16][CH2:17][CH2:18]1. The yield is 0.890. (4) The yield is 0.310. The product is [N:1]1([NH2:16])[C:5]2=[N:6][CH:7]=[CH:8][CH:9]=[C:4]2[CH:3]=[CH:2]1. The catalyst is CN(C=O)C.CCOCC. The reactants are [NH:1]1[C:5]2=[N:6][CH:7]=[CH:8][CH:9]=[C:4]2[CH:3]=[CH:2]1.CC(C)([O-])C.[K+].[NH2:16]Cl. (5) The product is [Cl:19][C:10]1[C:9]([O:8][C:6]2[CH:5]=[CH:4][N:3]=[C:2]([Cl:1])[CH:7]=2)=[CH:14][C:13]([F:15])=[C:12]([NH2:16])[CH:11]=1. The catalyst is C1COCC1.CO.[Zn]. The yield is 1.00. The reactants are [Cl:1][C:2]1[CH:7]=[C:6]([O:8][C:9]2[CH:14]=[C:13]([F:15])[C:12]([N+:16]([O-])=O)=[CH:11][C:10]=2[Cl:19])[CH:5]=[CH:4][N:3]=1.[Cl-].[NH4+]. (6) The reactants are [CH3:1][O:2][C:3](=[O:12])[C:4]1[CH:9]=[CH:8][C:7]([CH:10]=O)=[CH:6][CH:5]=1.[C:13]([C:17]1[CH:23]=[CH:22][C:20]([NH2:21])=[CH:19][CH:18]=1)([CH3:16])([CH3:15])[CH3:14].C(O)(C(F)(F)F)=O.C([BH3-])#N.[Na+]. The catalyst is CO. The product is [CH3:1][O:2][C:3](=[O:12])[C:4]1[CH:9]=[CH:8][C:7]([CH2:10][NH:21][C:20]2[CH:22]=[CH:23][C:17]([C:13]([CH3:16])([CH3:15])[CH3:14])=[CH:18][CH:19]=2)=[CH:6][CH:5]=1. The yield is 0.990.